This data is from Catalyst prediction with 721,799 reactions and 888 catalyst types from USPTO. The task is: Predict which catalyst facilitates the given reaction. (1) Reactant: [NH2:1][CH2:2][CH2:3][C:4]1[CH:33]=[CH:32][C:7]([NH:8][CH:9]2[CH2:14][CH2:13][N:12]([C:15]([NH:17][CH2:18][CH2:19][CH2:20][CH2:21][C:22]3[CH:27]=[CH:26][C:25]([O:28][CH3:29])=[C:24]([O:30][CH3:31])[CH:23]=3)=[O:16])[CH2:11][CH2:10]2)=[CH:6][CH:5]=1.C([Si]([O:51][C:52]1[CH:57]=[CH:56][C:55]([O:58][CH2:59][CH:60]2[CH2:62][O:61]2)=[CH:54][CH:53]=1)(C1C=CC=CC=1)C1C=CC=CC=1)(C)(C)C. Product: [CH3:31][O:30][C:24]1[CH:23]=[C:22]([CH2:21][CH2:20][CH2:19][CH2:18][NH:17][C:15]([N:12]2[CH2:13][CH2:14][CH:9]([NH:8][C:7]3[CH:32]=[CH:33][C:4]([CH2:3][CH2:2][NH:1][CH2:62][CH:60]([OH:61])[CH2:59][O:58][C:55]4[CH:56]=[CH:57][C:52]([OH:51])=[CH:53][CH:54]=4)=[CH:5][CH:6]=3)[CH2:10][CH2:11]2)=[O:16])[CH:27]=[CH:26][C:25]=1[O:28][CH3:29]. The catalyst class is: 147. (2) Reactant: Br[C:2]1[S:3][CH:4]=[CH:5][C:6]=1[CH2:7][CH2:8][CH2:9][CH2:10][CH2:11][CH2:12][CH2:13][CH3:14].[Mg].Br[C:17]1[S:21][C:20]([C:22]2[CH:27]=[C:26]([O:28][CH2:29][CH2:30][CH2:31][CH2:32][CH2:33][CH2:34][CH2:35][CH3:36])[C:25]([C:37]3[S:38][C:39](Br)=[CH:40][CH:41]=3)=[CH:24][C:23]=2[O:43][CH2:44][CH2:45][CH2:46][CH2:47][CH2:48][CH2:49][CH2:50][CH3:51])=[CH:19][CH:18]=1. Product: [CH2:7]([C:6]1[CH:5]=[CH:4][S:3][C:2]=1[C:17]1[S:21][C:20]([C:22]2[CH:27]=[C:26]([O:28][CH2:29][CH2:30][CH2:31][CH2:32][CH2:33][CH2:34][CH2:35][CH3:36])[C:25]([C:37]3[S:38][C:39]([C:2]4[S:3][CH:4]=[CH:5][C:6]=4[CH2:7][CH2:8][CH2:9][CH2:10][CH2:11][CH2:12][CH2:13][CH3:14])=[CH:40][CH:41]=3)=[CH:24][C:23]=2[O:43][CH2:44][CH2:45][CH2:46][CH2:47][CH2:48][CH2:49][CH2:50][CH3:51])=[CH:19][CH:18]=1)[CH2:8][CH2:9][CH2:10][CH2:11][CH2:12][CH2:13][CH3:14]. The catalyst class is: 56. (3) Reactant: C(OC([N:8]1[C@H:13]2[CH2:14][CH2:15][C@:10]([CH2:16][CH2:17][N:18]3[CH2:23][CH2:22][C@H:21]([O:24]C(=O)C(C)(C)C)[C@@H:20]([CH3:31])[CH2:19]3)([CH:11]=[CH:12]2)[O:9]1)=O)(C)(C)C.[ClH:32]. Product: [ClH:32].[CH3:31][C@@H:20]1[C@@H:21]([OH:24])[CH2:22][CH2:23][N:18]([CH2:17][CH2:16][C:10]23[CH2:15][CH2:14][CH:13]([CH2:12][CH2:11]2)[NH:8][O:9]3)[CH2:19]1. The catalyst class is: 6. (4) Product: [OH:16][C:14]([CH3:17])([CH3:15])[CH2:13][O:1][C:2]1[C:3]([CH3:11])=[CH:4][C:5]([C:6]#[N:7])=[CH:8][C:9]=1[CH3:10]. Reactant: [OH:1][C:2]1[C:9]([CH3:10])=[CH:8][C:5]([C:6]#[N:7])=[CH:4][C:3]=1[CH3:11].Cl[CH2:13][C:14]([CH3:17])([OH:16])[CH3:15].C(=O)([O-])[O-].[K+].[K+].O. The catalyst class is: 8. (5) Reactant: [CH2:1]([N:8]1[C:17]2[C:12](=[N:13][CH:14]=[C:15]([Br:18])[CH:16]=2)[CH2:11][CH2:10][C:9]1=[O:19])[C:2]1[CH:7]=[CH:6][CH:5]=[CH:4][CH:3]=1.C[Si](C)(C)N[Si](C)(C)C.[Li].Cl[C:31]([O:33][CH3:34])=[O:32]. Product: [CH2:1]([N:8]1[C:17]2[C:12](=[N:13][CH:14]=[C:15]([Br:18])[CH:16]=2)[CH2:11][CH:10]([C:31]([O:33][CH3:34])=[O:32])[C:9]1=[O:19])[C:2]1[CH:3]=[CH:4][CH:5]=[CH:6][CH:7]=1. The catalyst class is: 7.